Dataset: Catalyst prediction with 721,799 reactions and 888 catalyst types from USPTO. Task: Predict which catalyst facilitates the given reaction. Reactant: [CH:1]1([NH:7][C:8]2[N:28]=[C:27](F)[CH:26]=[CH:25][C:9]=2[C:10]([NH:12][C:13]2[CH:22]=[C:21]3[C:16]([CH2:17][CH2:18][C:19](=[O:24])[N:20]3[CH3:23])=[CH:15][CH:14]=2)=[O:11])[CH2:6][CH2:5][CH2:4][CH2:3][CH2:2]1.[NH:30]1[CH2:35][CH2:34][CH2:33][CH2:32][CH2:31]1.C(=O)([O-])[O-].[K+].[K+].CN(C=O)C. Product: [CH:1]1([NH:7][C:8]2[N:28]=[C:27]([N:30]3[CH2:35][CH2:34][CH2:33][CH2:32][CH2:31]3)[CH:26]=[CH:25][C:9]=2[C:10]([NH:12][C:13]2[CH:22]=[C:21]3[C:16]([CH2:17][CH2:18][C:19](=[O:24])[N:20]3[CH3:23])=[CH:15][CH:14]=2)=[O:11])[CH2:6][CH2:5][CH2:4][CH2:3][CH2:2]1. The catalyst class is: 6.